Dataset: Peptide-MHC class I binding affinity with 185,985 pairs from IEDB/IMGT. Task: Regression. Given a peptide amino acid sequence and an MHC pseudo amino acid sequence, predict their binding affinity value. This is MHC class I binding data. (1) The peptide sequence is GRRGWEALKY. The MHC is HLA-A01:01 with pseudo-sequence HLA-A01:01. The binding affinity (normalized) is 0.172. (2) The peptide sequence is AENLYVTVF. The binding affinity (normalized) is 0.661. The MHC is HLA-B44:02 with pseudo-sequence HLA-B44:02. (3) The peptide sequence is RFENMKPNFW. The MHC is Mamu-B17 with pseudo-sequence Mamu-B17. The binding affinity (normalized) is 0.408. (4) The peptide sequence is WASGVPAAT. The MHC is HLA-A02:03 with pseudo-sequence HLA-A02:03. The binding affinity (normalized) is 0.0847. (5) The binding affinity (normalized) is 0.160. The peptide sequence is YLLVKWYRK. The MHC is HLA-A68:01 with pseudo-sequence HLA-A68:01. (6) The peptide sequence is TSDYINTSL. The MHC is HLA-B35:01 with pseudo-sequence HLA-B35:01. The binding affinity (normalized) is 0.0847. (7) The peptide sequence is RTMPLSRFT. The MHC is HLA-B08:03 with pseudo-sequence HLA-B08:03. The binding affinity (normalized) is 0.0847. (8) The peptide sequence is HPRARSMSS. The MHC is HLA-A02:01 with pseudo-sequence HLA-A02:01. The binding affinity (normalized) is 0.0847.